Dataset: hERG Central: cardiac toxicity at 1µM, 10µM, and general inhibition. Task: Predict hERG channel inhibition at various concentrations. (1) The molecule is CC(C)n1cnc2c(N(C)c3ccccc3)nc(N(CCN(C)C)Cc3ccccc3)nc21. Results: hERG_inhib (hERG inhibition (general)): blocker. (2) The molecule is Cn1c(CCN2CCCCC2)nc2cc(NS(=O)(=O)c3ccc(F)cc3)ccc21. Results: hERG_inhib (hERG inhibition (general)): blocker. (3) The drug is C=CCn1c(O)c(C(C)=NC2CCN(Cc3ccccc3)CC2)c(=O)[nH]c1=O. Results: hERG_inhib (hERG inhibition (general)): blocker.